Task: Predict the reaction yield, written as a fraction of the theoretical maximum amount of product (1.0 means a 100% yield; for example, 0.34 means a 34% yield).. Dataset: Reaction yield outcomes from USPTO patents with 853,638 reactions (1) The reactants are [CH2:1]([O:5][C:6]1[N:14]=[C:13]2[C:9]([N:10]=[C:11]([O:30]C)[N:12]2[CH2:15][CH2:16][CH2:17][CH2:18][CH2:19][N:20]2[CH2:25][CH2:24][CH:23]([C:26]([O:28][CH3:29])=[O:27])[CH2:22][CH2:21]2)=[C:8]([NH2:32])[N:7]=1)[CH2:2][CH2:3][CH3:4].S(=O)(=O)(O)O.N. The catalyst is CO. The product is [CH2:1]([O:5][C:6]1[N:14]=[C:13]2[C:9]([NH:10][C:11](=[O:30])[N:12]2[CH2:15][CH2:16][CH2:17][CH2:18][CH2:19][N:20]2[CH2:25][CH2:24][CH:23]([C:26]([O:28][CH3:29])=[O:27])[CH2:22][CH2:21]2)=[C:8]([NH2:32])[N:7]=1)[CH2:2][CH2:3][CH3:4]. The yield is 0.690. (2) The yield is 0.780. The reactants are [CH2:1]([O:8][C:9]1[C:10]([C:25]2[CH:26]=[CH:27][C:28]3[O:33][CH2:32][CH2:31][CH2:30][C:29]=3[CH:34]=2)=[C:11]([C:19](=[O:24])[C:20]([O:22][CH3:23])=[O:21])[C:12]([C:15]([F:18])([F:17])[F:16])=[CH:13][CH:14]=1)[C:2]1[CH:7]=[CH:6][CH:5]=[CH:4][CH:3]=1.[BH4-].[Na+].C(O)(=O)C.O. The product is [CH2:1]([O:8][C:9]1[C:10]([C:25]2[CH:26]=[CH:27][C:28]3[O:33][CH2:32][CH2:31][CH2:30][C:29]=3[CH:34]=2)=[C:11]([CH:19]([OH:24])[C:20]([O:22][CH3:23])=[O:21])[C:12]([C:15]([F:17])([F:18])[F:16])=[CH:13][CH:14]=1)[C:2]1[CH:7]=[CH:6][CH:5]=[CH:4][CH:3]=1. The catalyst is O1CCCC1. (3) The reactants are [Cl:1][C:2]1[CH:7]=[C:6]([Cl:8])[CH:5]=[CH:4][C:3]=1[S:9][C:10]1[CH:15]=[CH:14][C:13](/[CH:16]=[CH:17]/[C:18]([N:20]2[CH2:25][CH2:24][N:23]([C:26]([C:28]([O:30]CC)=[O:29])=[O:27])[CH2:22][CH2:21]2)=[O:19])=[CH:12][C:11]=1[N+:33]([O-:35])=[O:34].[Li+].[OH-].O.Cl. The catalyst is C(O)C. The product is [Cl:1][C:2]1[CH:7]=[C:6]([Cl:8])[CH:5]=[CH:4][C:3]=1[S:9][C:10]1[CH:15]=[CH:14][C:13](/[CH:16]=[CH:17]/[C:18]([N:20]2[CH2:25][CH2:24][N:23]([C:26]([C:28]([OH:30])=[O:29])=[O:27])[CH2:22][CH2:21]2)=[O:19])=[CH:12][C:11]=1[N+:33]([O-:35])=[O:34]. The yield is 0.790. (4) The reactants are [NH2:1][C:2]1[N:7]=[C:6]([C:8]([F:11])([F:10])[F:9])[C:5]([C:12]2[CH:17]=[C:16]([N:18]3[C@@H:22]4[CH2:23][CH2:24][C@@H:25]([O:26][Si](C(C)(C)C)(C)C)[C@@H:21]4[O:20][C:19]3=[O:34])[N:15]=[C:14]([N:35]3[CH2:40][CH2:39][O:38][CH2:37][CH2:36]3)[N:13]=2)=[CH:4][N:3]=1.CCCC[N+](CCCC)(CCCC)CCCC.[F-]. The catalyst is C1COCC1. The product is [NH2:1][C:2]1[N:7]=[C:6]([C:8]([F:11])([F:10])[F:9])[C:5]([C:12]2[CH:17]=[C:16]([N:18]3[C@@H:22]4[CH2:23][CH2:24][C@@H:25]([OH:26])[C@@H:21]4[O:20][C:19]3=[O:34])[N:15]=[C:14]([N:35]3[CH2:40][CH2:39][O:38][CH2:37][CH2:36]3)[N:13]=2)=[CH:4][N:3]=1. The yield is 0.720. (5) The reactants are [CH:1]1([C:4](=[O:41])[CH2:5][O:6][C@H:7]2[CH2:12][CH2:11][C@H:10]([N:13]3[C:18](=[O:19])[C:17]([CH2:20][C:21]4[CH:26]=[CH:25][C:24]([C:27]5[C:28]([C:33]#[N:34])=[CH:29][CH:30]=[CH:31][CH:32]=5)=[CH:23][CH:22]=4)=[C:16]([CH2:35][CH2:36][CH3:37])[N:15]4[N:38]=[CH:39][N:40]=[C:14]34)[CH2:9][CH2:8]2)[CH2:3][CH2:2]1.[BH4-].[Na+].[Cl-].[NH4+]. The catalyst is O1CCCC1.CO. The product is [CH:1]1([CH:4]([OH:41])[CH2:5][O:6][C@H:7]2[CH2:8][CH2:9][C@H:10]([N:13]3[C:18](=[O:19])[C:17]([CH2:20][C:21]4[CH:22]=[CH:23][C:24]([C:27]5[C:28]([C:33]#[N:34])=[CH:29][CH:30]=[CH:31][CH:32]=5)=[CH:25][CH:26]=4)=[C:16]([CH2:35][CH2:36][CH3:37])[N:15]4[N:38]=[CH:39][N:40]=[C:14]34)[CH2:11][CH2:12]2)[CH2:2][CH2:3]1. The yield is 0.720. (6) The reactants are [CH3:1][O:2][C:3]1[C:4]([CH2:12][N:13]([CH3:15])[CH3:14])=[C:5]2[C:9](=[CH:10][CH:11]=1)[NH:8][CH:7]=[CH:6]2.CN(C=O)C.[F:21][C:22]1[CH:27]=[CH:26][C:25]([F:28])=[CH:24][C:23]=1[S:29](Cl)(=[O:31])=[O:30]. No catalyst specified. The product is [F:21][C:22]1[CH:27]=[CH:26][C:25]([F:28])=[CH:24][C:23]=1[S:29]([N:8]1[C:9]2[C:5](=[C:4]([CH2:12][N:13]([CH3:14])[CH3:15])[C:3]([O:2][CH3:1])=[CH:11][CH:10]=2)[CH:6]=[CH:7]1)(=[O:31])=[O:30]. The yield is 0.100.